From a dataset of Reaction yield outcomes from USPTO patents with 853,638 reactions. Predict the reaction yield, written as a fraction of the theoretical maximum amount of product (1.0 means a 100% yield; for example, 0.34 means a 34% yield). (1) The reactants are FC1C(O[C:9](=[O:27])[C:10]2[CH:15]=[CH:14][C:13]([F:16])=[C:12]([F:17])[C:11]=2[NH:18][C:19]2[CH:24]=[CH:23][C:22]([I:25])=[CH:21][C:20]=2[F:26])=C(F)C(F)=C(F)C=1F.[Cl-].[OH:33][CH:34]1[CH2:38][O:37][NH2+:36][CH2:35]1.CN1CCOCC1.C(OCC)(=O)C. The catalyst is CN(C)C=O. The product is [F:17][C:12]1[C:11]([NH:18][C:19]2[CH:24]=[CH:23][C:22]([I:25])=[CH:21][C:20]=2[F:26])=[C:10]([C:9]([N:36]2[CH2:35][CH:34]([OH:33])[CH2:38][O:37]2)=[O:27])[CH:15]=[CH:14][C:13]=1[F:16]. The yield is 0.430. (2) The reactants are [CH2:1]([O:8][C:9]([NH:11][C@H:12]([P:16](=[O:19])([OH:18])[OH:17])[CH:13]([CH3:15])[CH3:14])=[O:10])[C:2]1[CH:7]=[CH:6][CH:5]=[CH:4][CH:3]=1.S(Cl)(Cl)=O.[CH3:24][O:25][C:26](=[O:43])[CH:27](O)[C:28]1[CH:33]=[CH:32][CH:31]=[C:30]([NH:34][C:35]([O:37][C:38]([CH3:41])([CH3:40])[CH3:39])=[O:36])[CH:29]=1.C([O-])(O)=O.[Na+]. The yield is 0.900. The product is [CH3:24][O:25][C:26](=[O:43])[CH:27]([C:28]1[CH:33]=[CH:32][CH:31]=[C:30]([NH:34][C:35]([O:37][C:38]([CH3:40])([CH3:39])[CH3:41])=[O:36])[CH:29]=1)[O:19][P:16]([CH:12]([NH:11][C:9]([O:8][CH2:1][C:2]1[CH:3]=[CH:4][CH:5]=[CH:6][CH:7]=1)=[O:10])[CH:13]([CH3:15])[CH3:14])([OH:18])=[O:17]. The catalyst is CN(C=O)C.